Dataset: Forward reaction prediction with 1.9M reactions from USPTO patents (1976-2016). Task: Predict the product of the given reaction. (1) Given the reactants ClC1C=C(Cl)C=CC=1C1C(C2NC=CN=2)=CN=C(CCN)N=1.Cl[C:24]1[N:29]=[C:28]([NH:30][CH3:31])[C:27]([N+:32]([O-:34])=[O:33])=[CH:26][CH:25]=1.[Cl:35][C:36]1[CH:41]=[C:40]([Cl:42])[CH:39]=[CH:38][C:37]=1[C:43]1[C:48]([C:49]2[NH:50][CH:51]=[CH:52][N:53]=2)=[CH:47][N:46]=[C:45]([NH:54][CH2:55][CH2:56][NH:57]C2C=CC([N+]([O-])=O)=C(OC)N=2)[N:44]=1, predict the reaction product. The product is: [Cl:35][C:36]1[CH:41]=[C:40]([Cl:42])[CH:39]=[CH:38][C:37]=1[C:43]1[C:48]([C:49]2[NH:53][CH:52]=[CH:51][N:50]=2)=[CH:47][N:46]=[C:45]([NH:54][CH2:55][CH2:56][NH:57][C:24]2[CH:25]=[CH:26][C:27]([N+:32]([O-:34])=[O:33])=[C:28]([NH:30][CH3:31])[N:29]=2)[N:44]=1. (2) Given the reactants C(OC([N:8]1[CH2:11][C:10]2([CH2:14][N:13]([C:15](=[O:17])[CH3:16])[CH2:12]2)[CH2:9]1)=O)(C)(C)C.C(O)(C(F)(F)F)=O.C(Cl)[Cl:26], predict the reaction product. The product is: [ClH:26].[CH2:12]1[C:10]2([CH2:11][NH:8][CH2:9]2)[CH2:14][N:13]1[C:15](=[O:17])[CH3:16]. (3) The product is: [CH:7]([C:8]1[C:17]([CH3:18])=[CH:16][C:11]2[C:12](=[O:15])[O:13][CH2:14][C:10]=2[CH:9]=1)=[CH2:6]. Given the reactants CS(O[CH2:6][CH2:7][C:8]1[C:17]([CH3:18])=[CH:16][C:11]2[C:12](=[O:15])[O:13][CH2:14][C:10]=2[CH:9]=1)(=O)=O.C1CCN2C(=NCCC2)CC1, predict the reaction product. (4) Given the reactants [NH2:1][C:2]1[CH:10]=[C:9]2[C:5]([CH2:6][N:7]([CH2:12][C:13]([OH:15])=[O:14])[C:8]2=[O:11])=[CH:4][CH:3]=1.[C:16](O[C:16]([O:18][C:19]([CH3:22])([CH3:21])[CH3:20])=[O:17])([O:18][C:19]([CH3:22])([CH3:21])[CH3:20])=[O:17].C(=O)(O)[O-].[Na+].O, predict the reaction product. The product is: [C:19]([O:18][C:16]([NH:1][C:2]1[CH:10]=[C:9]2[C:5]([CH2:6][N:7]([CH2:12][C:13]([OH:15])=[O:14])[C:8]2=[O:11])=[CH:4][CH:3]=1)=[O:17])([CH3:22])([CH3:21])[CH3:20]. (5) Given the reactants CC(C[AlH]CC(C)C)C.C(=O)=O.[F:13][C:14]([F:30])([F:29])[O:15][C:16]1[CH:21]=[CH:20][C:19]([C:22]#[C:23][CH2:24][CH2:25][C:26](=[O:28])[CH3:27])=[CH:18][CH:17]=1.OS([O-])(=O)=O.[K+], predict the reaction product. The product is: [F:13][C:14]([F:29])([F:30])[O:15][C:16]1[CH:17]=[CH:18][C:19]([C:22]#[C:23][CH2:24][CH2:25][CH:26]([OH:28])[CH3:27])=[CH:20][CH:21]=1. (6) Given the reactants [C:1]([C:3]1[O:4][C:5]2[CH:12]=[C:11]([C:13]([O-])=[O:14])[CH:10]=[CH:9][C:6]=2[C:7]=1[CH3:8])#[N:2].[Cl-].[Cl-].[Ca+2].[BH4-].[Na+].Cl, predict the reaction product. The product is: [OH:14][CH2:13][C:11]1[CH:10]=[CH:9][C:6]2[C:7]([CH3:8])=[C:3]([C:1]#[N:2])[O:4][C:5]=2[CH:12]=1. (7) The product is: [F:1][C:2]([F:7])([F:6])[C:3]([OH:5])=[O:4].[CH3:19][N:20]1[C:35]([CH3:36])=[C:23]2[CH2:24][NH:25][CH2:26][CH2:27][C:22]2=[N:21]1. Given the reactants [F:1][C:2]([F:7])([F:6])[C:3]([OH:5])=[O:4].CN1C2CCNCC=2C(C)=N1.[CH3:19][N:20]1[C:35]([CH3:36])=[C:23]2[CH2:24][N:25](C(OC(C)(C)C)=O)[CH2:26][CH2:27][C:22]2=[N:21]1, predict the reaction product. (8) The product is: [Cl:1][C:2]1[CH:7]=[CH:6][C:5]([C:8]2[C:9]([CH3:10])=[CH:16][NH:15][C:17]=2[C:18]([O:20][CH2:21][CH3:22])=[O:19])=[C:4]([F:14])[CH:3]=1. Given the reactants [Cl:1][C:2]1[CH:7]=[CH:6][C:5](/[CH:8]=[C:9](/[N+]([O-])=O)\[CH3:10])=[C:4]([F:14])[CH:3]=1.[N+:15]([CH2:17][C:18]([O:20][CH2:21][CH3:22])=[O:19])#[C-:16].C1COCC1, predict the reaction product. (9) Given the reactants Br[C:2]1[CH:3]=[CH:4][C:5]([Cl:20])=[C:6]([N:8]2[CH2:13][CH2:12][CH2:11][CH2:10][CH:9]2[C:14]([NH:16][CH2:17][C:18]#[N:19])=[O:15])[CH:7]=1.[C:21]1(B(O)O)[CH:26]=[CH:25][CH:24]=[CH:23][CH:22]=1.C([O-])([O-])=O.[Na+].[Na+], predict the reaction product. The product is: [Cl:20][C:5]1[CH:4]=[CH:3][C:2]([C:21]2[CH:26]=[CH:25][CH:24]=[CH:23][CH:22]=2)=[CH:7][C:6]=1[N:8]1[CH2:13][CH2:12][CH2:11][CH2:10][CH:9]1[C:14]([NH:16][CH2:17][C:18]#[N:19])=[O:15]. (10) Given the reactants [CH3:1][O:2][C:3](=[O:16])[CH2:4][C:5]1[C:9]2[CH:10]=[CH:11][C:12]([OH:15])=[C:13]([Cl:14])[C:8]=2[O:7][CH:6]=1.C([O-])([O-])=O.[K+].[K+].[Cl:23][C:24]1[CH:31]=[C:30]([Cl:32])[CH:29]=[CH:28][C:25]=1[CH2:26]Cl, predict the reaction product. The product is: [CH3:1][O:2][C:3](=[O:16])[CH2:4][C:5]1[C:9]2[CH:10]=[CH:11][C:12]([O:15][CH2:26][C:25]3[CH:28]=[CH:29][C:30]([Cl:32])=[CH:31][C:24]=3[Cl:23])=[C:13]([Cl:14])[C:8]=2[O:7][CH:6]=1.